The task is: Binary Classification. Given a drug SMILES string, predict its activity (active/inactive) in a high-throughput screening assay against a specified biological target.. This data is from Kir2.1 potassium channel HTS with 301,493 compounds. (1) The molecule is Clc1c(COC(=O)CNC(=O)CNC(=O)c2occc2)cccc1. The result is 0 (inactive). (2) The molecule is O=C(Nc1ccc(OCC)cc1)C1CCCN(C1)C(=O)NCc1ccccc1. The result is 0 (inactive). (3) The drug is O=C1C(/c2c(C=C1)cccc2)=C\NNC=O. The result is 0 (inactive).